Predict which catalyst facilitates the given reaction. From a dataset of Catalyst prediction with 721,799 reactions and 888 catalyst types from USPTO. (1) Reactant: [CH3:1][O:2][C:3]1[CH:4]=[C:5]([S:8]([NH2:11])(=[O:10])=[O:9])[S:6][CH:7]=1.[Br:12]N1C(=O)CCC1=O. Product: [Br:12][C:7]1[S:6][C:5]([S:8]([NH2:11])(=[O:10])=[O:9])=[CH:4][C:3]=1[O:2][CH3:1]. The catalyst class is: 2. (2) Reactant: FC(F)(F)C(O)=O.[F:8][C:9]1[C:14]([F:15])=[CH:13][CH:12]=[CH:11][C:10]=1[C:16]1([OH:27])[CH2:19][N:18](C(OC(C)(C)C)=O)[CH2:17]1. Product: [F:8][C:9]1[C:14]([F:15])=[CH:13][CH:12]=[CH:11][C:10]=1[C:16]1([OH:27])[CH2:19][NH:18][CH2:17]1. The catalyst class is: 4. (3) Reactant: [Br:1][C:2]1[CH:7]=[CH:6][C:5]([N:8]2[C:13](=[O:14])[C:12]3[NH:15][N:16]=[C:17]([C:18]4[CH:23]=[CH:22][CH:21]=[CH:20][CH:19]=4)[C:11]=3[N:10]=[C:9]2[C:24]2[CH:29]=[CH:28][C:27]([CH3:30])=[CH:26][CH:25]=2)=[CH:4][CH:3]=1.[C:31]([O-])([O-])=O.[K+].[K+].CI. Product: [Br:1][C:2]1[CH:3]=[CH:4][C:5]([N:8]2[C:13](=[O:14])[C:12]3[N:15]([CH3:31])[N:16]=[C:17]([C:18]4[CH:23]=[CH:22][CH:21]=[CH:20][CH:19]=4)[C:11]=3[N:10]=[C:9]2[C:24]2[CH:25]=[CH:26][C:27]([CH3:30])=[CH:28][CH:29]=2)=[CH:6][CH:7]=1. The catalyst class is: 10. (4) Reactant: C[CH:2]([CH2:7][CH2:8][C:9]([OH:11])=O)[CH2:3]C(O)=O.S(=O)(=O)(O)O.[OH-].[NH4+].[C:19](=[O:22])(O)O.[NH2:23][C:24]([NH2:26])=N.[CH3:27]C(C)([O-])C.[K+]. Product: [CH3:27][C:24]1[N:26]=[C:9]([OH:11])[C:8]([CH2:7][C:2]#[CH:3])=[C:19]([OH:22])[N:23]=1. The catalyst class is: 162. (5) Reactant: [CH2:1]([O:8][C:9]([N:11]1[CH2:16][CH2:15][CH2:14][CH:13]([C:17]([OH:19])=O)[CH2:12]1)=[O:10])[C:2]1[CH:7]=[CH:6][CH:5]=[CH:4][CH:3]=1.C(Cl)(=O)C(Cl)=O.[CH2:26]([NH:28][CH:29]([CH3:31])[CH3:30])[CH3:27]. Product: [CH2:26]([N:28]([CH:29]([CH3:31])[CH3:30])[C:17]([CH:13]1[CH2:14][CH2:15][CH2:16][N:11]([C:9]([O:8][CH2:1][C:2]2[CH:3]=[CH:4][CH:5]=[CH:6][CH:7]=2)=[O:10])[CH2:12]1)=[O:19])[CH3:27]. The catalyst class is: 198. (6) Reactant: [NH2:1][C:2]1[O:3][CH2:4][C@:5]2([N:27]=1)[C:18]1[CH:17]=[C:16]([OH:19])[C:15]([F:20])=[CH:14][C:13]=1[O:12][C:11]1[C:6]2=[CH:7][C:8]([C:21]2[CH2:22][CH2:23][O:24][CH2:25][CH:26]=2)=[CH:9][CH:10]=1.C1C=CC(N([S:35]([C:38]([F:41])([F:40])[F:39])(=[O:37])=[O:36])[S:35]([C:38]([F:41])([F:40])[F:39])(=[O:37])=[O:36])=CC=1. Product: [F:39][C:38]([F:41])([F:40])[S:35]([O:19][C:16]1[CH:17]=[C:18]2[C:13]([O:12][C:11]3[CH:10]=[CH:9][C:8]([C:21]4[CH2:22][CH2:23][O:24][CH2:25][CH:26]=4)=[CH:7][C:6]=3[C@@:5]32[CH2:4][O:3][C:2]([NH2:1])=[N:27]3)=[CH:14][C:15]=1[F:20])(=[O:37])=[O:36]. The catalyst class is: 2.